Predict which catalyst facilitates the given reaction. From a dataset of Catalyst prediction with 721,799 reactions and 888 catalyst types from USPTO. (1) Reactant: C([O:4][CH:5]1[CH2:11][NH:10][CH2:9][CH2:8][NH:7][CH2:6]1)(=O)C.[CH2:12]([N:19]1[C:27]2[C:26](=[O:28])[N:25]([CH3:29])[C:24](=[O:30])[N:23]([CH3:31])[C:22]=2[N:21]=[C:20]1Cl)[C:13]1[CH:18]=[CH:17][CH:16]=[CH:15][CH:14]=1.C(N(CC)CC)C. The catalyst class is: 41. Product: [CH2:12]([N:19]1[C:27]2[C:26](=[O:28])[N:25]([CH3:29])[C:24](=[O:30])[N:23]([CH3:31])[C:22]=2[N:21]=[C:20]1[N:7]1[CH2:6][CH:5]([OH:4])[CH2:11][NH:10][CH2:9][CH2:8]1)[C:13]1[CH:18]=[CH:17][CH:16]=[CH:15][CH:14]=1. (2) Reactant: [N+:1]([C:4]1[CH:5]=[C:6]([CH:8]=[CH:9][C:10]=1[O:11][C:12]([F:15])([F:14])[F:13])[NH2:7])([O-:3])=[O:2].C(N(CC)CC)C.[Cl:23][C:24]1[CH:32]=[CH:31][C:27]([C:28](Cl)=[O:29])=[CH:26][N:25]=1.O. Product: [Cl:23][C:24]1[CH:32]=[CH:31][C:27]([C:28]([NH:7][C:6]2[CH:8]=[CH:9][C:10]([O:11][C:12]([F:13])([F:14])[F:15])=[C:4]([N+:1]([O-:3])=[O:2])[CH:5]=2)=[O:29])=[CH:26][N:25]=1. The catalyst class is: 1. (3) Reactant: [CH2:1]([O:8][C:9](=[O:23])[CH2:10][CH:11]([NH:15][C:16]([O:18][C:19]([CH3:22])([CH3:21])[CH3:20])=[O:17])[C:12](O)=[O:13])[C:2]1[CH:7]=[CH:6][CH:5]=[CH:4][CH:3]=1.C([N:26](CC)CC)C.ClC(OCC)=O.N. Product: [CH2:1]([O:8][C:9](=[O:23])[CH2:10][CH:11]([NH:15][C:16]([O:18][C:19]([CH3:22])([CH3:21])[CH3:20])=[O:17])[C:12]([NH2:26])=[O:13])[C:2]1[CH:7]=[CH:6][CH:5]=[CH:4][CH:3]=1. The catalyst class is: 7. (4) Product: [CH:10]1([NH:13][C:2]([CH3:9])([CH3:8])[C:3]([O:5][CH2:6][CH3:7])=[O:4])[CH2:12][CH2:11]1. The catalyst class is: 23. Reactant: Br[C:2]([CH3:9])([CH3:8])[C:3]([O:5][CH2:6][CH3:7])=[O:4].[CH:10]1([NH2:13])[CH2:12][CH2:11]1.C([O-])([O-])=O.[K+].[K+]. (5) Reactant: C([N:8]1[CH:13]([C:14]2[CH:19]=[CH:18][CH:17]=[CH:16][CH:15]=2)[CH2:12][C:11]([CH3:21])([CH3:20])[N:10]2[N:22]=[CH:23][C:24]([S:25]([C:28]([CH3:37])([C:30]3[CH:35]=[CH:34][C:33]([CH3:36])=[CH:32][CH:31]=3)[CH3:29])(=[O:27])=[O:26])=[C:9]12)C1C=CC=CC=1.C(O)C.[H][H]. Product: [CH3:20][C:11]1([CH3:21])[N:10]2[N:22]=[CH:23][C:24]([S:25]([C:28]([CH3:29])([C:30]3[CH:35]=[CH:34][C:33]([CH3:36])=[CH:32][CH:31]=3)[CH3:37])(=[O:27])=[O:26])=[C:9]2[NH:8][CH:13]([C:14]2[CH:19]=[CH:18][CH:17]=[CH:16][CH:15]=2)[CH2:12]1. The catalyst class is: 123. (6) Reactant: [NH2:1][C:2]1[N:7]([C:8]2[C:13]([F:14])=[CH:12][C:11]([CH2:15][CH2:16][OH:17])=[CH:10][C:9]=2[F:18])[C:6](=[O:19])[CH:5]=[CH:4][C:3]=1[C:20](=[O:28])[C:21]1[CH:26]=[CH:25][C:24]([F:27])=[CH:23][CH:22]=1.[CH3:29][S:30](Cl)(=[O:32])=[O:31].CCN(CC)CC. Product: [CH3:29][S:30]([O:17][CH2:16][CH2:15][C:11]1[CH:12]=[C:13]([F:14])[C:8]([N:7]2[C:2]([NH2:1])=[C:3]([C:20](=[O:28])[C:21]3[CH:22]=[CH:23][C:24]([F:27])=[CH:25][CH:26]=3)[CH:4]=[CH:5][C:6]2=[O:19])=[C:9]([F:18])[CH:10]=1)(=[O:32])=[O:31]. The catalyst class is: 2. (7) Reactant: C(=O)([O-])[O-].[K+].[K+].[I-].[K+].[CH3:9][O:10][C:11](=[O:27])[CH:12]([O:24][CH2:25][CH3:26])[CH2:13][C:14]1[C:22]2[O:21][CH:20]=[CH:19][C:18]=2[C:17]([OH:23])=[CH:16][CH:15]=1.Cl[CH2:29][C:30]1[N:31]=[C:32]([C:36]2[CH:41]=[CH:40][CH:39]=[CH:38][CH:37]=2)[O:33][C:34]=1[CH3:35]. Product: [CH3:9][O:10][C:11](=[O:27])[CH:12]([O:24][CH2:25][CH3:26])[CH2:13][C:14]1[C:22]2[O:21][CH:20]=[CH:19][C:18]=2[C:17]([O:23][CH2:29][C:30]2[N:31]=[C:32]([C:36]3[CH:41]=[CH:40][CH:39]=[CH:38][CH:37]=3)[O:33][C:34]=2[CH3:35])=[CH:16][CH:15]=1. The catalyst class is: 9.